This data is from NCI-60 drug combinations with 297,098 pairs across 59 cell lines. The task is: Regression. Given two drug SMILES strings and cell line genomic features, predict the synergy score measuring deviation from expected non-interaction effect. (1) Drug 1: CC1=C(C=C(C=C1)NC2=NC=CC(=N2)N(C)C3=CC4=NN(C(=C4C=C3)C)C)S(=O)(=O)N.Cl. Drug 2: CS(=O)(=O)CCNCC1=CC=C(O1)C2=CC3=C(C=C2)N=CN=C3NC4=CC(=C(C=C4)OCC5=CC(=CC=C5)F)Cl. Cell line: SK-MEL-28. Synergy scores: CSS=-3.32, Synergy_ZIP=2.28, Synergy_Bliss=3.27, Synergy_Loewe=-1.69, Synergy_HSA=-0.528. (2) Drug 1: C1CN1P(=S)(N2CC2)N3CC3. Drug 2: CCC1(CC2CC(C3=C(CCN(C2)C1)C4=CC=CC=C4N3)(C5=C(C=C6C(=C5)C78CCN9C7C(C=CC9)(C(C(C8N6C=O)(C(=O)OC)O)OC(=O)C)CC)OC)C(=O)OC)O.OS(=O)(=O)O. Cell line: IGROV1. Synergy scores: CSS=19.2, Synergy_ZIP=-7.84, Synergy_Bliss=-7.53, Synergy_Loewe=-5.48, Synergy_HSA=-3.83. (3) Drug 1: C1=CC=C(C=C1)NC(=O)CCCCCCC(=O)NO. Drug 2: C1CC(=O)NC(=O)C1N2C(=O)C3=CC=CC=C3C2=O. Cell line: NCI-H226. Synergy scores: CSS=-3.48, Synergy_ZIP=2.40, Synergy_Bliss=1.53, Synergy_Loewe=-55.7, Synergy_HSA=-4.89. (4) Drug 1: CCC1=CC2CC(C3=C(CN(C2)C1)C4=CC=CC=C4N3)(C5=C(C=C6C(=C5)C78CCN9C7C(C=CC9)(C(C(C8N6C)(C(=O)OC)O)OC(=O)C)CC)OC)C(=O)OC.C(C(C(=O)O)O)(C(=O)O)O. Drug 2: C1=CC(=CC=C1C#N)C(C2=CC=C(C=C2)C#N)N3C=NC=N3. Cell line: T-47D. Synergy scores: CSS=32.7, Synergy_ZIP=-2.17, Synergy_Bliss=2.25, Synergy_Loewe=-7.80, Synergy_HSA=2.40.